From a dataset of Peptide-MHC class I binding affinity with 185,985 pairs from IEDB/IMGT. Regression. Given a peptide amino acid sequence and an MHC pseudo amino acid sequence, predict their binding affinity value. This is MHC class I binding data. (1) The peptide sequence is RENANQLVV. The MHC is H-2-Kk with pseudo-sequence H-2-Kk. The binding affinity (normalized) is 0.188. (2) The peptide sequence is FHARFVQAL. The MHC is HLA-A31:01 with pseudo-sequence HLA-A31:01. The binding affinity (normalized) is 0.0847.